From a dataset of HIV replication inhibition screening data with 41,000+ compounds from the AIDS Antiviral Screen. Binary Classification. Given a drug SMILES string, predict its activity (active/inactive) in a high-throughput screening assay against a specified biological target. (1) The drug is O=C(NO)C(=O)Nc1cc(Cl)ccc1Cl. The result is 0 (inactive). (2) The compound is N#CC(C#N)=C(C#N)C#N. The result is 0 (inactive). (3) The compound is Cc1ccc(S(=O)(=O)C(C#N)c2nc3ccccc3nc2-n2cccn2)cc1. The result is 0 (inactive). (4) The drug is COc1c2cc([N+](=O)[O-])cc1CNC(=O)CN1CCOCCOCCN(CCOCCOCC1)CC(=O)NC2. The result is 0 (inactive).